Dataset: Full USPTO retrosynthesis dataset with 1.9M reactions from patents (1976-2016). Task: Predict the reactants needed to synthesize the given product. (1) Given the product [F:17][C:18]1[CH:26]=[C:25]2[C:21]([C:22]([CH2:27][CH2:28][NH:29][C:11]([C:8]3[CH:7]=[C:6]([CH2:5][C:4]4[CH:14]=[CH:15][CH:16]=[C:2]([F:1])[CH:3]=4)[O:10][N:9]=3)=[O:13])=[CH:23][NH:24]2)=[CH:20][CH:19]=1, predict the reactants needed to synthesize it. The reactants are: [F:1][C:2]1[CH:3]=[C:4]([CH:14]=[CH:15][CH:16]=1)[CH2:5][C:6]1[O:10][N:9]=[C:8]([C:11]([OH:13])=O)[CH:7]=1.[F:17][C:18]1[CH:26]=[C:25]2[C:21]([C:22]([CH2:27][CH2:28][NH2:29])=[CH:23][NH:24]2)=[CH:20][CH:19]=1.CN(C(ON1N=NC2C=CC=NC1=2)=[N+](C)C)C.F[P-](F)(F)(F)(F)F.C(N(CC)C(C)C)(C)C. (2) Given the product [F:23][C:20]1[CH:19]=[CH:18][C:17]([C:11]2[C:10]3[C:14](=[CH:15][CH:16]=[C:8]([C:6]4[NH:24][N:25]=[C:26]([CH2:27][O:28][CH2:29][C:30]5[CH:35]=[CH:34][CH:33]=[CH:32][CH:31]=5)[N:7]=4)[CH:9]=3)[NH:13][N:12]=2)=[CH:22][CH:21]=1, predict the reactants needed to synthesize it. The reactants are: Cl.Cl.C(O[C:6]([C:8]1[CH:9]=[C:10]2[C:14](=[CH:15][CH:16]=1)[NH:13][N:12]=[C:11]2[C:17]1[CH:22]=[CH:21][C:20]([F:23])=[CH:19][CH:18]=1)=[NH:7])C.[NH2:24][NH:25][C:26](=O)[CH2:27][O:28][CH2:29][C:30]1[CH:35]=[CH:34][CH:33]=[CH:32][CH:31]=1.C[O-].[Na+]. (3) Given the product [CH2:18]([O:17][C:8]1[C:9]([C:13]([CH3:16])([CH3:15])[CH3:14])=[CH:10][CH:11]=[CH:12][C:7]=1[C:33]1[CH:32]=[CH:31][CH:30]=[C:29]([CH:27]=[O:28])[CH:34]=1)[C:19]1[CH:24]=[CH:23][CH:22]=[CH:21][CH:20]=1, predict the reactants needed to synthesize it. The reactants are: FC(F)(F)S(O[C:7]1[CH:12]=[CH:11][CH:10]=[C:9]([C:13]([CH3:16])([CH3:15])[CH3:14])[C:8]=1[O:17][CH2:18][C:19]1[CH:24]=[CH:23][CH:22]=[CH:21][CH:20]=1)(=O)=O.[CH:27]([C:29]1[CH:30]=[C:31](B(O)O)[CH:32]=[CH:33][CH:34]=1)=[O:28].C(COC)OC.C(=O)(O)[O-].[Na+].